From a dataset of Full USPTO retrosynthesis dataset with 1.9M reactions from patents (1976-2016). Predict the reactants needed to synthesize the given product. (1) Given the product [CH:1]1[C:10]2[C:5](=[CH:6][CH:7]=[CH:8][CH:9]=2)[CH:4]=[CH:3][C:2]=1[O:11][C:12]1[CH:13]=[CH:14][C:15]([C:16]([NH:30][C:29]2[CH:31]=[CH:32][CH:33]=[CH:34][C:28]=2[C:27]#[N:35])=[O:18])=[CH:19][CH:20]=1, predict the reactants needed to synthesize it. The reactants are: [CH:1]1[C:10]2[C:5](=[CH:6][CH:7]=[CH:8][CH:9]=2)[CH:4]=[CH:3][C:2]=1[O:11][C:12]1[CH:20]=[CH:19][C:15]([C:16]([OH:18])=O)=[CH:14][CH:13]=1.C(Cl)(=O)C(Cl)=O.[C:27](#[N:35])[C:28]1[C:29](=[CH:31][CH:32]=[CH:33][CH:34]=1)[NH2:30].C(N(CC)CC)C. (2) Given the product [N+:9]([C:7]1[CH:8]=[CH:2][C:3]([NH2:4])=[CH:5][CH:6]=1)([O-:11])=[O:10], predict the reactants needed to synthesize it. The reactants are: I[C:2]1[CH:8]=[C:7]([N+:9]([O-:11])=[O:10])[CH:6]=[CH:5][C:3]=1[NH2:4].C(NCC)C.C(OCC)(=O)C. (3) The reactants are: Br[C:2]1[CH:7]=[CH:6][C:5]([N+:8]([O-:10])=[O:9])=[CH:4][CH:3]=1.[CH3:11][O:12][CH2:13][CH2:14][NH2:15].[C:16]([O-])([O-])=O.[Cs+].[Cs+].C1C=CC(P(C2C(C3C(P(C4C=CC=CC=4)C4C=CC=CC=4)=CC=C4C=3C=CC=C4)=C3C(C=CC=C3)=CC=2)C2C=CC=CC=2)=CC=1. Given the product [CH3:11][O:12][CH2:13][CH2:14][N:15]([CH3:16])[C:2]1[CH:7]=[CH:6][C:5]([N+:8]([O-:10])=[O:9])=[CH:4][CH:3]=1, predict the reactants needed to synthesize it. (4) Given the product [I:1][C:2]1[CH:3]=[C:4]2[C:9](=[CH:10][CH:11]=1)[N:8]1[CH:14]=[C:15]([CH3:16])[N:12]=[C:7]1[CH:6]=[CH:5]2, predict the reactants needed to synthesize it. The reactants are: [I:1][C:2]1[CH:3]=[C:4]2[C:9](=[CH:10][CH:11]=1)[N:8]=[C:7]([NH2:12])[CH:6]=[CH:5]2.Cl[CH2:14][C:15](=O)[CH3:16].C(=O)(O)[O-].[Na+]. (5) Given the product [Br:1][C:2]1[CH:3]=[CH:4][C:5]2[N:6]([CH:9]=[C:10]([NH:12][C:13](=[O:18])[CH3:14])[N:11]=2)[C:7]=1[CH3:8], predict the reactants needed to synthesize it. The reactants are: [Br:1][C:2]1[CH:3]=[CH:4][C:5]2[N:6]([CH:9]=[C:10]([NH:12][C:13](=[O:18])[C:14](F)(F)F)[N:11]=2)[C:7]=1[CH3:8].C([O-])([O-])=O.[K+].[K+].CCN(C(C)C)C(C)C.C(OC(=O)C)(=O)C. (6) Given the product [ClH:17].[CH2:1]([C:3]1[O:4][C:5]2[CH:6]=[CH:7][C:8]3[CH2:14][CH2:13][N:12]([CH2:18][CH2:19][CH2:20][S:21][C:22]4[N:26]([CH3:27])[C:25]([C:28]5[O:32][CH:31]=[N:30][C:29]=5[CH3:33])=[N:24][N:23]=4)[CH2:11][CH2:10][C:9]=3[C:15]=2[N:16]=1)[CH3:2], predict the reactants needed to synthesize it. The reactants are: [CH2:1]([C:3]1[O:4][C:5]2[CH:6]=[CH:7][C:8]3[CH2:14][CH2:13][NH:12][CH2:11][CH2:10][C:9]=3[C:15]=2[N:16]=1)[CH3:2].[Cl:17][CH2:18][CH2:19][CH2:20][S:21][C:22]1[N:26]([CH3:27])[C:25]([C:28]2[O:32][CH:31]=[N:30][C:29]=2[CH3:33])=[N:24][N:23]=1.